Dataset: Forward reaction prediction with 1.9M reactions from USPTO patents (1976-2016). Task: Predict the product of the given reaction. (1) Given the reactants [CH3:1][C:2]1[O:3][C:4]2[CH:10]=[CH:9][C:8]([CH3:11])=[CH:7][C:5]=2[N:6]=1.[Br:12]N1C(=O)CCC1=O.C(OOC(=O)C1C=CC=CC=1)(=O)C1C=CC=CC=1, predict the reaction product. The product is: [Br:12][CH2:11][C:8]1[CH:9]=[CH:10][C:4]2[O:3][C:2]([CH3:1])=[N:6][C:5]=2[CH:7]=1. (2) Given the reactants [F:1][C:2]([F:26])([F:25])[C:3]([NH:5][C@H:6]1[C:12](=[CH:13][O:14]C)[CH2:11][CH2:10][N:9]([C:16]2[N:17]([CH3:24])[N:18]=[CH:19][C:20]=2[N+:21]([O-:23])=[O:22])[CH2:8][CH2:7]1)=[O:4].ClC(Cl)(Cl)C(O)=O, predict the reaction product. The product is: [F:25][C:2]([F:1])([F:26])[C:3]([NH:5][C@H:6]1[CH:12]([CH:13]=[O:14])[CH2:11][CH2:10][N:9]([C:16]2[N:17]([CH3:24])[N:18]=[CH:19][C:20]=2[N+:21]([O-:23])=[O:22])[CH2:8][CH2:7]1)=[O:4]. (3) Given the reactants [NH2:1][C:2]1[S:3][C:4]2[CH:10]=[CH:9][C:8]([OH:11])=[CH:7][C:5]=2[N:6]=1.[NH2:12][C:13]1SC2C(O)=CC=CC=2N=1, predict the reaction product. The product is: [CH3:13][O:11][C:8]1[CH:7]=[C:5]([CH:4]=[CH:10][CH:9]=1)[NH2:6].[S-:3][C:2]#[N:1].[NH4+:12]. (4) Given the reactants [CH2:1]([C:8]1[CH:13]=[CH:12][C:11]([CH2:14][CH2:15][N+:16]([O-:18])=O)=[CH:10][N:9]=1)[C:2]1[CH:7]=[CH:6][CH:5]=[CH:4][CH:3]=1.CO.C[O-].[Li+].C(Cl)[Cl:25], predict the reaction product. The product is: [CH2:1]([C:8]1[N:9]=[CH:10][C:11]([CH2:14][C:15]([Cl:25])=[N:16][OH:18])=[CH:12][CH:13]=1)[C:2]1[CH:7]=[CH:6][CH:5]=[CH:4][CH:3]=1. (5) Given the reactants [Cl:1][C:2]1[CH:3]=[C:4]([C:8](=O)[CH2:9][CH2:10][CH2:11][CH2:12][N:13]2[CH2:18][CH2:17][CH:16]([C:19]3[CH:20]=[C:21]([NH:25][C:26](=[O:30])[CH:27]([CH3:29])[CH3:28])[CH:22]=[CH:23][CH:24]=3)[CH2:15][CH2:14]2)[CH:5]=[CH:6][CH:7]=1.[C:32]1([NH:38]N)[CH:37]=[CH:36][CH:35]=[CH:34][CH:33]=1, predict the reaction product. The product is: [Cl:1][C:2]1[CH:3]=[C:4]([C:8]2[NH:38][C:32]3[C:37]([C:9]=2[CH2:10][CH2:11][CH2:12][N:13]2[CH2:18][CH2:17][CH:16]([C:19]4[CH:20]=[C:21]([NH:25][C:26](=[O:30])[CH:27]([CH3:29])[CH3:28])[CH:22]=[CH:23][CH:24]=4)[CH2:15][CH2:14]2)=[CH:36][CH:35]=[CH:34][CH:33]=3)[CH:5]=[CH:6][CH:7]=1. (6) Given the reactants [Br:1][C:2]1[CH:7]=[C:6]([CH3:8])[N:5]=[C:4](F)[CH:3]=1.Cl.[NH2:11][C@H:12]([C:14]1[C:15](=[O:25])[NH:16][C:17]2[C:22]([CH:23]=1)=[CH:21][C:20]([Cl:24])=[CH:19][CH:18]=2)[CH3:13].CS(C)=O.CCN(C(C)C)C(C)C, predict the reaction product. The product is: [Br:1][C:2]1[CH:7]=[C:6]([CH3:8])[N:5]=[C:4]([NH:11][C@H:12]([C:14]2[C:15](=[O:25])[NH:16][C:17]3[C:22]([CH:23]=2)=[CH:21][C:20]([Cl:24])=[CH:19][CH:18]=3)[CH3:13])[CH:3]=1. (7) Given the reactants [Cl:1][C:2]1[CH:23]=[CH:22][C:5]([N:6]([C:15]2[CH:20]=[CH:19][C:18]([Cl:21])=[CH:17][CH:16]=2)[C:7]2[CH:12]=[CH:11][C:10]([O:13]C)=[CH:9][CH:8]=2)=[CH:4][CH:3]=1.B(Br)(Br)Br.O, predict the reaction product. The product is: [Cl:1][C:2]1[CH:23]=[CH:22][C:5]([N:6]([C:15]2[CH:20]=[CH:19][C:18]([Cl:21])=[CH:17][CH:16]=2)[C:7]2[CH:12]=[CH:11][C:10]([OH:13])=[CH:9][CH:8]=2)=[CH:4][CH:3]=1. (8) Given the reactants [CH3:1][O:2][C:3]([NH:5][C@@H:6]([CH:67]([CH3:69])[CH3:68])[C:7]([N:9]1[CH2:13][CH2:12][CH2:11][C@H:10]1[C:14]1[NH:15][C:16]([C:19]2[CH:20]=[C:21]3[C:26](=[CH:27][CH:28]=2)[CH:25]=[C:24]([C:29]2[CH:34]=[CH:33][C:32]([C:35]4[NH:39][C:38]([C@@H:40]5[CH2:44][CH2:43][CH2:42][N:41]5[C:45]([C@H:47]5[C:56]6[C:51](=[CH:52][CH:53]=[CH:54][CH:55]=6)[CH2:50][CH2:49][N:48]5C(OCC5C=CC=CC=5)=O)=[O:46])=[N:37][CH:36]=4)=[CH:31][CH:30]=2)[CH:23]=[CH:22]3)=[CH:17][N:18]=1)=[O:8])=[O:4], predict the reaction product. The product is: [CH3:68][CH:67]([CH3:69])[C@H:6]([NH:5][C:3](=[O:4])[O:2][CH3:1])[C:7](=[O:8])[N:9]1[CH2:13][CH2:12][CH2:11][C@H:10]1[C:14]1[NH:15][C:16]([C:19]2[CH:28]=[CH:27][C:26]3[C:21](=[CH:22][CH:23]=[C:24]([C:29]4[CH:34]=[CH:33][C:32]([C:35]5[NH:39][C:38]([C@@H:40]6[CH2:44][CH2:43][CH2:42][N:41]6[C:45]([C@H:47]6[C:56]7[C:51](=[CH:52][CH:53]=[CH:54][CH:55]=7)[CH2:50][CH2:49][NH:48]6)=[O:46])=[N:37][CH:36]=5)=[CH:31][CH:30]=4)[CH:25]=3)[CH:20]=2)=[CH:17][N:18]=1.